Dataset: Forward reaction prediction with 1.9M reactions from USPTO patents (1976-2016). Task: Predict the product of the given reaction. Given the reactants C([OH:10])C/C=C\CCCCC.[CH3:11][CH2:12][CH2:13][CH2:14][CH2:15][CH2:16][CH3:17].[C:18]([O:21][CH2:22][CH3:23])(=[O:20])[CH3:19].[CH2:24]1[CH2:29][CH2:28][CH:27](N=C=N[CH:24]2[CH2:29][CH2:28][CH2:27][CH2:26][CH2:25]2)[CH2:26][CH2:25]1, predict the reaction product. The product is: [O:10]=[C:19]([C:24]1[CH:29]=[CH:28][CH:27]=[CH:26][CH:25]=1)[C:18]([O:21][CH2:22][CH2:23]/[CH:11]=[CH:12]\[CH2:13][CH2:14][CH2:15][CH2:16][CH3:17])=[O:20].